This data is from Forward reaction prediction with 1.9M reactions from USPTO patents (1976-2016). The task is: Predict the product of the given reaction. The product is: [CH:9]1([CH3:19])[CH2:14][CH2:13][CH:12]([CH:15]([CH3:17])[CH3:16])[CH:11]([C:2]2[CH:3]=[CH:4][CH:5]=[CH:6][C:1]=2[OH:7])[CH2:10]1. Given the reactants [C:1]1([OH:7])[CH:6]=[CH:5][CH:4]=[CH:3][CH:2]=1.[Al].[CH:9]1([CH3:19])[CH2:14][CH2:13][CH:12]([CH:15]([CH3:17])[CH3:16])[CH:11](O)[CH2:10]1.Cl, predict the reaction product.